The task is: Predict the reactants needed to synthesize the given product.. This data is from Full USPTO retrosynthesis dataset with 1.9M reactions from patents (1976-2016). (1) Given the product [C:43]([NH:46][CH:47]([CH2:51][C:52]1[CH:57]=[CH:56][C:55]([N:58]([CH2:62][CH2:63][Cl:64])[CH2:59][CH2:60][Cl:61])=[CH:54][CH:53]=1)[C:48]([NH:8][CH:9]([CH2:36][C:37]1[CH:38]=[CH:39][CH:40]=[CH:41][CH:42]=1)[C:10]([NH:12][CH:13]([C:21](=[O:35])[NH:22][CH:23]([C:3](=[O:5])[CH2:2][Cl:80])[CH2:24][CH2:25][CH2:26][NH:27][C:28]([NH2:30])=[NH:29])[CH2:14][C:15]1[CH:16]=[CH:17][CH:18]=[CH:19][CH:20]=1)=[O:11])=[O:50])(=[O:45])[CH3:44], predict the reactants needed to synthesize it. The reactants are: F[C:2](F)(F)[C:3]([O-:5])=O.[NH2:8][CH:9]([CH2:36][C:37]1[CH:42]=[CH:41][CH:40]=[CH:39][CH:38]=1)[C:10]([NH:12][CH:13]([C:21](=[O:35])[NH:22][CH:23](C(=O)CCl)[CH2:24][CH2:25][CH2:26][NH:27][C:28]([NH2:30])=[NH:29])[CH2:14][C:15]1[CH:20]=[CH:19][CH:18]=[CH:17][CH:16]=1)=[O:11].[C:43]([NH:46][CH:47]([CH2:51][C:52]1[CH:57]=[CH:56][C:55]([N:58]([CH2:62][CH2:63][Cl:64])[CH2:59][CH2:60][Cl:61])=[CH:54][CH:53]=1)[C:48]([OH:50])=O)(=[O:45])[CH3:44].ON1C2C=CC=CC=2N=N1.C(=O)([O-])O.[Na+].[ClH:80].C(N=C=NCCCN(C)C)C.FC(F)(F)C(O)=O. (2) Given the product [NH2:1][C:2]1[N:7]=[C:6]([NH:8][C:9]2[CH:14]=[CH:13][C:12]([C:15](=[N:27][OH:28])[CH3:16])=[CH:11][CH:10]=2)[CH:5]=[C:4]([C:18]2[CH:23]=[C:22]([Cl:24])[CH:21]=[CH:20][C:19]=2[Cl:25])[N:3]=1, predict the reactants needed to synthesize it. The reactants are: [NH2:1][C:2]1[N:7]=[C:6]([NH:8][C:9]2[CH:14]=[CH:13][C:12]([C:15](=O)[CH3:16])=[CH:11][CH:10]=2)[CH:5]=[C:4]([C:18]2[CH:23]=[C:22]([Cl:24])[CH:21]=[CH:20][C:19]=2[Cl:25])[N:3]=1.Cl.[NH2:27][OH:28].[OH-].[Na+]. (3) Given the product [OH:18][C:19]1[CH:26]=[CH:25][C:22]([CH:23]=[CH2:24])=[CH:21][CH:20]=1.[C:12]([O:11][C:9]([O:8][C:1]1[CH:24]=[CH:23][C:22]([CH:25]=[CH2:26])=[CH:21][CH:20]=1)=[O:10])([CH3:13])([CH3:14])[CH3:15], predict the reactants needed to synthesize it. The reactants are: [C:1]([O:8][C:9]([O:11][C:12]([CH3:15])([CH3:14])[CH3:13])=[O:10])(OC(C)(C)C)=O.O.Cl.[OH:18][C:19]1[CH:26]=[CH:25][C:22]([CH:23]=[CH2:24])=[CH:21][CH:20]=1. (4) Given the product [Br:1][C:2]1[CH:8]=[C:7]([CH2:9][CH3:10])[C:5]([C:24]#[N:25])=[C:4]([CH2:11][CH3:12])[CH:3]=1, predict the reactants needed to synthesize it. The reactants are: [Br:1][C:2]1[CH:8]=[C:7]([CH2:9][CH3:10])[C:5](N)=[C:4]([CH2:11][CH3:12])[CH:3]=1.Cl.N([O-])=O.[Na+].C(=O)(O)[O-].[Na+].[Cu][C:24]#[N:25].[C-]#N.[K+]. (5) Given the product [N+:1]([C:4]1[CH:9]=[C:8]([N+:10]([O-:12])=[O:11])[CH:7]=[CH:6][C:5]=1/[N:13]=[N:14]/[C:15]1[C:21]([O:22][CH2:23][CH:24]([CH2:29][CH3:30])[CH2:25][CH2:26][CH2:27][CH3:28])=[CH:20][C:18](/[N:19]=[N:77]/[C:60]2[CH:61]=[CH:62][C:57]([N:56]([CH2:55][CH:54]([CH2:52][CH3:53])[CH2:72][CH2:73][CH2:74][CH3:75])[CH2:64][CH:65]([CH2:70][CH3:71])[CH2:66][CH2:67][CH2:68][CH3:69])=[CH:58][C:59]=2[CH3:63])=[C:17]([O:31][CH2:32][CH:33]([CH2:38][CH3:39])[CH2:34][CH2:35][CH2:36][CH3:37])[CH:16]=1)([O-:3])=[O:2], predict the reactants needed to synthesize it. The reactants are: [N+:1]([C:4]1[CH:9]=[C:8]([N+:10]([O-:12])=[O:11])[CH:7]=[CH:6][C:5]=1[N:13]=[N:14][C:15]1[C:21]([O:22][CH2:23][CH:24]([CH2:29][CH3:30])[CH2:25][CH2:26][CH2:27][CH3:28])=[CH:20][C:18]([NH2:19])=[C:17]([O:31][CH2:32][CH:33]([CH2:38][CH3:39])[CH2:34][CH2:35][CH2:36][CH3:37])[CH:16]=1)([O-:3])=[O:2].N(OS(=O)(=O)O)=O.S(=O)(=O)(O)O.[CH2:52]([CH:54]([CH2:72][CH2:73][CH2:74][CH3:75])[CH2:55][N:56]([CH2:64][CH:65]([CH2:70][CH3:71])[CH2:66][CH2:67][CH2:68][CH3:69])[C:57]1[CH:62]=[CH:61][CH:60]=[C:59]([CH3:63])[CH:58]=1)[CH3:53].S(=O)(=O)(O)[NH2:77]. (6) Given the product [CH:23]1([NH:22][C:21](=[O:26])[C:19]2[CH:18]=[CH:17][C:16]([CH3:27])=[C:15]([C:10]3[S:9][C:8]4[C:6](=[O:7])[NH:5][N:32]=[CH:13][C:12]=4[CH:11]=3)[CH:20]=2)[CH2:25][CH2:24]1, predict the reactants needed to synthesize it. The reactants are: C([NH:5][C:6]([C:8]1[S:9][C:10]([C:15]2[CH:20]=[C:19]([C:21](=[O:26])[NH:22][CH:23]3[CH2:25][CH2:24]3)[CH:18]=[CH:17][C:16]=2[CH3:27])=[CH:11][C:12]=1[CH:13]=O)=[O:7])(C)(C)C.C(O)(=O)C.[NH2:32]N. (7) Given the product [F:1][C:2]1[C:19]([C:20]#[C:21][C:22]([OH:37])([C:24]2[N:28]=[CH:27][NH:26][N:25]=2)[CH3:23])=[CH:18][C:5]2[C:6]3[N:7]([CH:12]=[C:13]([C:15]([NH2:17])=[O:16])[N:14]=3)[CH:8]3[CH2:9][CH:10]([C:4]=2[CH:3]=1)[CH2:11]3, predict the reactants needed to synthesize it. The reactants are: [F:1][C:2]1[C:19]([C:20]#[C:21][C:22]([OH:37])([C:24]2[N:28]=[CH:27][N:26](COCC[Si](C)(C)C)[N:25]=2)[CH3:23])=[CH:18][C:5]2[C:6]3[N:7]([CH:12]=[C:13]([C:15]([NH2:17])=[O:16])[N:14]=3)[CH:8]3[CH2:11][CH:10]([C:4]=2[CH:3]=1)[CH2:9]3.FC(F)(F)C(O)=O. (8) Given the product [CH3:17][O:18][C:19](=[O:32])[CH2:20][N:21]1[C:29]2[C:24](=[CH:25][C:26]([F:30])=[CH:27][CH:28]=2)[C:23]([CH2:11][C:10]2[CH:13]=[CH:14][CH:15]=[CH:16][C:9]=2[S:6]([C:2]2[S:1][CH:5]=[CH:4][CH:3]=2)(=[O:8])=[O:7])=[C:22]1[CH3:31], predict the reactants needed to synthesize it. The reactants are: [S:1]1[CH:5]=[CH:4][CH:3]=[C:2]1[S:6]([C:9]1[CH:16]=[CH:15][CH:14]=[CH:13][C:10]=1[CH:11]=O)(=[O:8])=[O:7].[CH3:17][O:18][C:19](=[O:32])[CH2:20][N:21]1[C:29]2[C:24](=[CH:25][C:26]([F:30])=[CH:27][CH:28]=2)[CH:23]=[C:22]1[CH3:31]. (9) Given the product [CH2:11]([O:13][C:14]([C:15]1[O:16][C:2]2[CH:9]=[CH:8][C:7]([F:10])=[CH:6][C:3]=2[C:4]=1[NH2:5])=[O:17])[CH3:12], predict the reactants needed to synthesize it. The reactants are: F[C:2]1[CH:9]=[CH:8][C:7]([F:10])=[CH:6][C:3]=1[C:4]#[N:5].[CH2:11]([O:13][C:14](=[O:17])[CH2:15][OH:16])[CH3:12].C([O-])([O-])=O.[K+].[K+].